Dataset: Full USPTO retrosynthesis dataset with 1.9M reactions from patents (1976-2016). Task: Predict the reactants needed to synthesize the given product. (1) Given the product [Br:1][C:2]1[C:3]([C@H:10]([NH:20][C:21](=[O:36])[CH2:22][N:23]2[C:31]3[CH2:30][CH2:29][CH2:28][CH2:27][C:26]=3[C:25]([C:32]([F:35])([F:34])[F:33])=[N:24]2)[CH2:11][C:12]2[CH:17]=[C:16]([F:18])[CH:15]=[C:14]([F:19])[CH:13]=2)=[N:4][C:5]([S:8]([CH3:9])(=[O:42])=[O:48])=[N:6][CH:7]=1, predict the reactants needed to synthesize it. The reactants are: [Br:1][C:2]1[C:3]([C@H:10]([NH:20][C:21](=[O:36])[CH2:22][N:23]2[C:31]3[CH2:30][CH2:29][CH2:28][CH2:27][C:26]=3[C:25]([C:32]([F:35])([F:34])[F:33])=[N:24]2)[CH2:11][C:12]2[CH:17]=[C:16]([F:18])[CH:15]=[C:14]([F:19])[CH:13]=2)=[N:4][C:5]([S:8][CH3:9])=[N:6][CH:7]=1.ClC1C=C(C=CC=1)C(OO)=[O:42].[OH2:48]. (2) Given the product [CH3:1][O:2][C:3]1[CH:11]=[C:10]2[C:6]([CH:7]=[C:8]([C:18]3[CH:19]=[C:20]([CH:24]=[CH:25][CH:26]=3)[C:21]([NH2:23])=[O:22])[NH:9]2)=[CH:5][CH:4]=1, predict the reactants needed to synthesize it. The reactants are: [CH3:1][O:2][C:3]1[CH:11]=[C:10]2[C:6]([CH:7]=[CH:8][NH:9]2)=[CH:5][CH:4]=1.C([O-])(=O)C.[Cs+].I[C:18]1[CH:19]=[C:20]([CH:24]=[CH:25][CH:26]=1)[C:21]([NH2:23])=[O:22].CCCCCC.C(OC(C)C)(C)C. (3) Given the product [C:1]([O:5][C:6](=[O:37])[N:7]([C:16]1[S:17][C@:18]2([CH2:33][N:34]3[CH:38]=[C:39]([CH3:40])[N:36]=[N:35]3)[C@H:20]([C@:21]([C:25]3[CH:30]=[C:29]([Br:31])[CH:28]=[CH:27][C:26]=3[F:32])([CH2:23][F:24])[N:22]=1)[CH2:19]2)[CH2:8][O:9][CH2:10][CH2:11][Si:12]([CH3:13])([CH3:15])[CH3:14])([CH3:4])([CH3:2])[CH3:3], predict the reactants needed to synthesize it. The reactants are: [C:1]([O:5][C:6](=[O:37])[N:7]([C:16]1[S:17][C@:18]2([CH2:33][N:34]=[N+:35]=[N-:36])[C@H:20]([C@:21]([C:25]3[CH:30]=[C:29]([Br:31])[CH:28]=[CH:27][C:26]=3[F:32])([CH2:23][F:24])[N:22]=1)[CH2:19]2)[CH2:8][O:9][CH2:10][CH2:11][Si:12]([CH3:15])([CH3:14])[CH3:13])([CH3:4])([CH3:3])[CH3:2].[C:38]([Mg]Br)#[C:39][CH3:40]. (4) Given the product [Br:1][C:2]1[CH:7]=[CH:6][CH:5]=[C:4]([O:8][CH2:9][CH2:10][CH2:11][CH2:12][CH2:13][CH2:14][CH2:15][CH3:16])[CH:3]=1, predict the reactants needed to synthesize it. The reactants are: [Br:1][C:2]1[CH:3]=[C:4]([OH:8])[CH:5]=[CH:6][CH:7]=1.[CH2:9](O)[CH2:10][CH2:11][CH2:12][CH2:13][CH2:14][CH2:15][CH3:16].CCN(CC)CC.C1C=CC(P(C2C=CC=CC=2)C2C=CC=CC=2)=CC=1.CC(OC(/N=N/C(OC(C)C)=O)=O)C. (5) Given the product [Cl:1][C:2]1[CH:3]=[C:4]2[C:8](=[CH:9][CH:10]=1)[N:7]([C:17]1[CH:16]=[CH:15][C:14]([N+:19]([O-:21])=[O:20])=[CH:13][C:12]=1[Cl:11])[CH:6]=[CH:5]2, predict the reactants needed to synthesize it. The reactants are: [Cl:1][C:2]1[CH:3]=[C:4]2[C:8](=[CH:9][CH:10]=1)[NH:7][CH:6]=[CH:5]2.[Cl:11][C:12]1[CH:13]=[C:14]([N+:19]([O-:21])=[O:20])[CH:15]=[CH:16][C:17]=1F.C(=O)([O-])[O-].[K+].[K+]. (6) The reactants are: Cl[C:2]1[C:11]([C:12]([OH:14])=[O:13])=[CH:10][C:9]2[C:4](=[CH:5][CH:6]=[C:7](Cl)[CH:8]=2)[N:3]=1.[NH2:16][CH:17]([C:24]([OH:26])=[O:25])[CH2:18][C:19]1[N:23]=[CH:22][NH:21][CH:20]=1. Given the product [C:24]([CH:17]([NH:16][C:2]1[C:11]([C:12]([OH:14])=[O:13])=[CH:10][C:9]2[C:4](=[CH:5][CH:6]=[CH:7][CH:8]=2)[N:3]=1)[CH2:18][C:19]1[N:23]=[CH:22][NH:21][CH:20]=1)([OH:26])=[O:25], predict the reactants needed to synthesize it.